From a dataset of Experimentally validated miRNA-target interactions with 360,000+ pairs, plus equal number of negative samples. Binary Classification. Given a miRNA mature sequence and a target amino acid sequence, predict their likelihood of interaction. (1) The miRNA is hsa-miR-4781-5p with sequence UAGCGGGGAUUCCAAUAUUGG. The protein sequence of the target gene is MDEPSPLAQPLELNQHSRFIIGSVSEDNSEDEISNLVKLDLLEEKEGSLSPASVGSDTLSDLGISSLQDGLALHIRSSMSGLHLVKQGRDRKKIDSQRDFTVASPAEFVTRFGGNKVIEKVLIANNGIAAVKCMRSIRRWSYEMFRNERAIRFVVMVTPEDLKANAEYIKMADHYVPVPGGPNNNNYANVELILDIAKRIPVQAVWAGWGHASENPKLPELLLKNGIAFMGPPSQAMWALGDKIASSIVAQTAGIPTLPWSGSGLRVDWQENDFSKRILNVPQELYEKGYVKDVDDGLQA.... Result: 0 (no interaction). (2) The protein sequence of the target gene is MAAHRKHVFVEKVLQRLFPPVPSGQGKREPQTLAVQNPPKKVTSEKVSQKHAEPLTDTGSETPTARRLYTASGPPEGYVPCWPEPSSCGSPENASSGDDTEDQDPHDQPKRRRIRKHKSKKKFKNPNNVLIEQAELEKQQSLLQEKSQRQHTDGTTISKNKKRKLKKKQQIKRKKAAGLAAKAAGVSFMYQPEDSSNEGEGVGEACEEDGVDTSEEDPTLAGEEDVKDTREEDGADASEEDLTRARQEEGADASEEDPTPAGEEDVKDAREEDGVDTIEEDLTRAGEEDGKDTREEDGAD.... The miRNA is mmu-miR-411-3p with sequence UAUGUAACACGGUCCACUAACC. Result: 0 (no interaction). (3) The miRNA is hsa-miR-3921 with sequence UCUCUGAGUACCAUAUGCCUUGU. The protein sequence of the target gene is MMFRSDRMWSCHWKWKPSPLLFLFALYIMCVPHSVWGCANCRVVLSNPSGTFTSPCYPNDYPNSQACMWTLRAPTGYIIQITFNDFDIEEAPNCIYDSLSLDNGESQTKFCGATAKGLSFNSSANEMHVSFSSDFSIQKKGFNASYIRVAVSLRNQKVILPQTSDAYQVSVAKSISIPELSAFTLCFEATKVGHEDSDWTAFSYSNASFTQLLSFGKAKSGYFLSISDSKCLLNNALPVKEKEDIFAESFEQLCLVWNNSLGSIGVNFKRNYETVPCDSTISKVIPGNGKLLLGSNQNEI.... Result: 0 (no interaction). (4) Result: 0 (no interaction). The miRNA is hsa-miR-1185-1-3p with sequence AUAUACAGGGGGAGACUCUUAU. The protein sequence of the target gene is MPEQSNDYRVVVFGAGGVGKSSLVLRFVKGTFRDTYIPTIEDTYRQVISCDKSVCTLQITDTTGSHQFPAMQRLSISKGHAFILVFSVTSKQSLDELSPIYKLIVQIKGSVEDIPIMLVGNKCDETQREVHTREAQAVAQEWKCAFMETSAKMNYNVKELFQELLTLETRRSVSLSVDGKRSSKQKRADRIKGKCALM.